Task: Regression. Given a peptide amino acid sequence and an MHC pseudo amino acid sequence, predict their binding affinity value. This is MHC class I binding data.. Dataset: Peptide-MHC class I binding affinity with 185,985 pairs from IEDB/IMGT (1) The peptide sequence is FMYALSRAF. The MHC is HLA-C07:01 with pseudo-sequence HLA-C07:01. The binding affinity (normalized) is 0.614. (2) The peptide sequence is YARNFLIPF. The MHC is HLA-B83:01 with pseudo-sequence HLA-B83:01. The binding affinity (normalized) is 0.417. (3) The MHC is H-2-Db with pseudo-sequence H-2-Db. The binding affinity (normalized) is 0.307. The peptide sequence is TAVAPSMTM. (4) The peptide sequence is NTGFDWITDY. The MHC is HLA-A01:01 with pseudo-sequence HLA-A01:01. The binding affinity (normalized) is 0.412. (5) The peptide sequence is RSHIRKPPS. The MHC is HLA-A30:01 with pseudo-sequence HLA-A30:01. The binding affinity (normalized) is 0.593. (6) The peptide sequence is YGIGVGSGY. The MHC is HLA-A26:03 with pseudo-sequence HLA-A26:03. The binding affinity (normalized) is 0.451.